Dataset: Full USPTO retrosynthesis dataset with 1.9M reactions from patents (1976-2016). Task: Predict the reactants needed to synthesize the given product. (1) Given the product [Cl:1][C:2]1[CH:7]=[CH:6][CH:5]=[CH:4][C:3]=1[N:8]1[C:17]2[C:12](=[C:13]([C:20]3[CH:25]=[CH:24][CH:23]=[CH:22][C:21]=3[Cl:26])[CH:14]=[C:15]([O:18][CH3:19])[CH:16]=2)[CH:11]=[CH:10][C:9]1=[O:27], predict the reactants needed to synthesize it. The reactants are: [Cl:1][C:2]1[CH:7]=[CH:6][CH:5]=[CH:4][C:3]=1[N:8]1[C:17]2[C:12](=[C:13]([C:20]3[CH:25]=[CH:24][CH:23]=[CH:22][C:21]=3[Cl:26])[CH:14]=[C:15]([O:18][CH3:19])[CH:16]=2)[CH2:11][CH2:10][C:9]1=[O:27]. (2) Given the product [F:1][C:2]1[CH:3]=[C:4]([C:11]([O:13][CH3:14])=[O:12])[C:5]2[CH:6]=[N:7][N:8]([CH3:18])[C:9]=2[CH:10]=1, predict the reactants needed to synthesize it. The reactants are: [F:1][C:2]1[CH:3]=[C:4]([C:11]([O:13][CH3:14])=[O:12])[C:5]2[CH:6]=[N:7][NH:8][C:9]=2[CH:10]=1.[H-].[Na+].I[CH3:18].O. (3) Given the product [Br:1][C:2]1[CH:3]=[C:4]2[C:9](=[CH:10][CH:11]=1)[O:8][CH2:7][CH2:6][CH:5]2[OH:12], predict the reactants needed to synthesize it. The reactants are: [Br:1][C:2]1[CH:3]=[C:4]2[C:9](=[CH:10][CH:11]=1)[O:8][CH2:7][CH2:6][C:5]2=[O:12].[BH4-].[Na+]. (4) The reactants are: [CH2:1]([OH:8])[C:2]1[CH:7]=[CH:6][CH:5]=[CH:4][CH:3]=1.Cl[S:10]([N:13]=[C:14]=[O:15])(=[O:12])=[O:11].[S:16]1[CH:20]=[CH:19][CH:18]=[C:17]1[CH2:21][CH2:22][NH2:23].Cl. Given the product [S:16]1[CH:20]=[CH:19][CH:18]=[C:17]1[CH2:21][CH2:22][NH:23][S:10]([NH:13][C:14](=[O:15])[O:8][CH2:1][C:2]1[CH:7]=[CH:6][CH:5]=[CH:4][CH:3]=1)(=[O:12])=[O:11], predict the reactants needed to synthesize it. (5) Given the product [N:6]1[CH:7]=[CH:8][C:9]([C:10]2[CH:11]=[CH:12][N:13]=[CH:14][CH:15]=2)=[C:4]([NH2:1])[C:5]=1[NH2:16], predict the reactants needed to synthesize it. The reactants are: [N+:1]([C:4]1[C:5]([NH2:16])=[N:6][CH:7]=[CH:8][C:9]=1[C:10]1[CH:15]=[CH:14][N:13]=[CH:12][CH:11]=1)([O-])=O.